Dataset: Reaction yield outcomes from USPTO patents with 853,638 reactions. Task: Predict the reaction yield, written as a fraction of the theoretical maximum amount of product (1.0 means a 100% yield; for example, 0.34 means a 34% yield). The reactants are [NH2:1][C:2]1[C:3]([O:17][CH3:18])=[CH:4][CH:5]=[C:6]([C:8]#[C:9][C:10]2[CH:11]=[N:12][C:13]([NH2:16])=[N:14][CH:15]=2)[CH:7]=1.[F:19][C:20]([F:33])([F:32])[C:21]1[CH:26]=[CH:25][C:24]([CH2:27][CH2:28][C:29](O)=[O:30])=[CH:23][CH:22]=1.CN(C(ON1N=NC2C=CC=NC1=2)=[N+](C)C)C.F[P-](F)(F)(F)(F)F.CCN(C(C)C)C(C)C. The catalyst is O.CN(C=O)C. The product is [NH2:16][C:13]1[N:14]=[CH:15][C:10]([C:9]#[C:8][C:6]2[CH:5]=[CH:4][C:3]([O:17][CH3:18])=[C:2]([NH:1][C:29](=[O:30])[CH2:28][CH2:27][C:24]3[CH:23]=[CH:22][C:21]([C:20]([F:32])([F:33])[F:19])=[CH:26][CH:25]=3)[CH:7]=2)=[CH:11][N:12]=1. The yield is 0.510.